This data is from Forward reaction prediction with 1.9M reactions from USPTO patents (1976-2016). The task is: Predict the product of the given reaction. Given the reactants [CH:1]1([C:4]2[NH:8][N:7]=[C:6]([NH:9][C:10]3[C:15]([N+:16]([O-])=O)=[CH:14][CH:13]=[C:12]([NH:19][C@H:20]([C:22]4[N:27]=[CH:26][C:25]([F:28])=[CH:24][N:23]=4)[CH3:21])[N:11]=3)[CH:5]=2)[CH2:3][CH2:2]1.[CH2:29](O)C.C(OCC)(=O)C, predict the reaction product. The product is: [CH:1]1([C:4]2[NH:8][N:7]=[C:6]([N:9]3[C:10]4=[N:11][C:12]([NH:19][C@H:20]([C:22]5[N:27]=[CH:26][C:25]([F:28])=[CH:24][N:23]=5)[CH3:21])=[CH:13][CH:14]=[C:15]4[N:16]=[CH:29]3)[CH:5]=2)[CH2:3][CH2:2]1.